From a dataset of Reaction yield outcomes from USPTO patents with 853,638 reactions. Predict the reaction yield, written as a fraction of the theoretical maximum amount of product (1.0 means a 100% yield; for example, 0.34 means a 34% yield). The reactants are Br[CH2:2][C:3](=O)[CH:4]([CH3:6])[CH3:5].C(OC(C1O[S:15]C=CC=1)=O)C.[NH3:19].[CH3:20][CH2:21][O:22][C:23]([CH3:25])=[O:24]. The catalyst is C(O)C.O. The product is [CH:4]([C:3]1[N:19]=[C:25]([C:23]([O:22][CH2:21][CH3:20])=[O:24])[S:15][CH:2]=1)([CH3:6])[CH3:5]. The yield is 1.00.